Dataset: Peptide-MHC class II binding affinity with 134,281 pairs from IEDB. Task: Regression. Given a peptide amino acid sequence and an MHC pseudo amino acid sequence, predict their binding affinity value. This is MHC class II binding data. (1) The peptide sequence is LTQPLQQLTSLFSQV. The MHC is DRB1_0802 with pseudo-sequence DRB1_0802. The binding affinity (normalized) is 0.872. (2) The peptide sequence is MIVDTISDFRAAIAN. The MHC is DRB1_0901 with pseudo-sequence DRB1_0901. The binding affinity (normalized) is 0.552.